From a dataset of Forward reaction prediction with 1.9M reactions from USPTO patents (1976-2016). Predict the product of the given reaction. Given the reactants [Cl:1][C:2]1[C:7]2[NH:8][N:9]=[N:10][C:6]=2[CH:5]=[C:4]([O:11][CH3:12])[CH:3]=1.[Cl:13][C:14]1[C:15]([NH2:23])=[C:16]([NH2:22])[CH:17]=[C:18]([O:20][CH3:21])[CH:19]=1.[CH3:24][O:25][C:26]1[CH:32]=[CH:31][C:29]([NH2:30])=[C:28]([N+:33]([O-:35])=[O:34])[CH:27]=1.[Cl:36]N1C(=O)CCC1=O, predict the reaction product. The product is: [NH2:22][C:16]([CH3:24])([CH2:17][N:9]1[N:10]=[C:6]2[CH:5]=[C:4]([O:11][CH3:12])[CH:3]=[C:2]([Cl:1])[C:7]2=[N:8]1)[C:15]#[N:23].[Cl:1][C:2]1[C:7]2[NH:8][N:9]=[N:10][C:6]=2[CH:5]=[C:4]([O:11][CH3:12])[CH:3]=1.[Cl:13][C:14]1[C:15]([NH2:23])=[C:16]([NH2:22])[CH:17]=[C:18]([O:20][CH3:21])[CH:19]=1.[Cl:36][C:31]1[C:29]([NH2:30])=[C:28]([N+:33]([O-:35])=[O:34])[CH:27]=[C:26]([O:25][CH3:24])[CH:32]=1.